This data is from Catalyst prediction with 721,799 reactions and 888 catalyst types from USPTO. The task is: Predict which catalyst facilitates the given reaction. (1) The catalyst class is: 6. Product: [NH:7]1[C:8]2[C:13](=[CH:12][CH:11]=[CH:10][CH:9]=2)[C:5]([C:3]([OH:4])=[O:16])=[CH:6]1. Reactant: FC(F)(F)[C:3]([C:5]1[C:13]2[C:8](=[CH:9][CH:10]=[CH:11][CH:12]=2)[NH:7][CH:6]=1)=[O:4].[OH-:16].[Na+]. (2) Reactant: [Cl:1][C:2]1[CH:3]=[C:4]([S:8]([NH:11][C:12]2[C:17]([C:18]([O:20][CH2:21][CH3:22])=[O:19])=[C:16]([CH3:23])[N:15]=[C:14]3[S:24][C:25]([C:27]4[CH:28]=[N:29][NH:30][CH:31]=4)=[CH:26][C:13]=23)(=[O:10])=[O:9])[CH:5]=[CH:6][CH:7]=1.[Br:32]Br. The catalyst class is: 22. Product: [Br:32][C:26]1[C:13]2[C:14](=[N:15][C:16]([CH3:23])=[C:17]([C:18]([O:20][CH2:21][CH3:22])=[O:19])[C:12]=2[NH:11][S:8]([C:4]2[CH:5]=[CH:6][CH:7]=[C:2]([Cl:1])[CH:3]=2)(=[O:9])=[O:10])[S:24][C:25]=1[C:27]1[CH:28]=[N:29][NH:30][CH:31]=1. (3) Reactant: [O:1]=[C:2]1[CH:11]=[CH:10][C:9]2[N:8]=[CH:7][C:6]([C:12]([O:14]C)=[O:13])=[CH:5][C:4]=2[N:3]1[CH2:16][CH:17]=[CH2:18].[OH-].[Na+].Cl. Product: [O:1]=[C:2]1[CH:11]=[CH:10][C:9]2[N:8]=[CH:7][C:6]([C:12]([OH:14])=[O:13])=[CH:5][C:4]=2[N:3]1[CH2:16][CH:17]=[CH2:18]. The catalyst class is: 38. (4) Reactant: [Cl:1][C:2]1[CH:7]=[CH:6][C:5]([S:8]([NH:11][CH2:12][C:13]2[CH:22]=[CH:21][C:16]([C:17]([O:19][CH3:20])=[O:18])=[CH:15][CH:14]=2)(=[O:10])=[O:9])=[CH:4][CH:3]=1.[CH3:23][CH2:24][CH:25](O)[CH2:26][CH3:27].C1C=CC(P(C2C=CC=CC=2)C2C=CC=CC=2)=CC=1.N(C(OC(C)C)=O)=NC(OC(C)C)=O. Product: [Cl:1][C:2]1[CH:7]=[CH:6][C:5]([S:8]([N:11]([CH2:12][C:13]2[CH:14]=[CH:15][C:16]([C:17]([O:19][CH3:20])=[O:18])=[CH:21][CH:22]=2)[CH:25]([CH2:26][CH3:27])[CH2:24][CH3:23])(=[O:10])=[O:9])=[CH:4][CH:3]=1. The catalyst class is: 20. (5) Reactant: C([NH:8][C:9]1[CH:17]=[C:16]2[C:12]([C:13]([CH3:23])([CH3:22])[C:14](=[O:21])[N:15]2[CH:18]([CH3:20])[CH3:19])=[CH:11][CH:10]=1)C1C=CC=CC=1. The catalyst class is: 63. Product: [NH2:8][C:9]1[CH:17]=[C:16]2[C:12]([C:13]([CH3:23])([CH3:22])[C:14](=[O:21])[N:15]2[CH:18]([CH3:19])[CH3:20])=[CH:11][CH:10]=1. (6) Reactant: C[O:2][C:3]([C:5]1[CH:9]=[C:8]([C:10]2[N:11]([CH3:15])[N:12]=[CH:13][CH:14]=2)[S:7][CH:6]=1)=[O:4].[OH-].[Na+]. The catalyst class is: 5. Product: [CH3:15][N:11]1[C:10]([C:8]2[S:7][CH:6]=[C:5]([C:3]([OH:4])=[O:2])[CH:9]=2)=[CH:14][CH:13]=[N:12]1. (7) Reactant: [CH2:1]([N:3]1[CH2:8][C:7]([CH3:10])([CH3:9])[O:6][C:5](=[O:11])[CH:4]1[CH2:12][C:13]([OH:15])=O)[CH3:2].C(N(C(C)C)CC)(C)C.CN(C(O[N:33]1N=N[C:35]2[CH:36]=[CH:37][CH:38]=[N:39][C:34]1=2)=[N+](C)C)C.F[P-](F)(F)(F)(F)F.NC1C=CC=CN=1. Product: [CH2:1]([N:3]1[CH2:8][C:7]([CH3:9])([CH3:10])[O:6][C:5](=[O:11])[CH:4]1[CH2:12][C:13]([NH:33][C:34]1[CH:35]=[CH:36][CH:37]=[CH:38][N:39]=1)=[O:15])[CH3:2]. The catalyst class is: 3. (8) Reactant: C(OC(=O)[NH:7][C:8]1[S:9][C:10]([C:30](O)([CH3:32])[CH3:31])=[C:11]([C:13]2[C:14]([CH:27]([OH:29])[CH3:28])=[N:15][N:16]([CH2:18][C:19]3[CH:24]=[CH:23][C:22]([O:25][CH3:26])=[CH:21][CH:20]=3)[CH:17]=2)[N:12]=1)(C)(C)C. Product: [CH3:26][O:25][C:22]1[CH:23]=[CH:24][C:19]([CH2:18][N:16]2[CH:17]=[C:13]3[C:14]([CH:27]([CH3:28])[O:29][C:30]([CH3:32])([CH3:31])[C:10]4[S:9][C:8]([NH2:7])=[N:12][C:11]=43)=[N:15]2)=[CH:20][CH:21]=1. The catalyst class is: 561.